From a dataset of Peptide-MHC class I binding affinity with 185,985 pairs from IEDB/IMGT. Regression. Given a peptide amino acid sequence and an MHC pseudo amino acid sequence, predict their binding affinity value. This is MHC class I binding data. The peptide sequence is FEEALNVALA. The MHC is HLA-B44:03 with pseudo-sequence HLA-B44:03. The binding affinity (normalized) is 0.